The task is: Predict the product of the given reaction.. This data is from Forward reaction prediction with 1.9M reactions from USPTO patents (1976-2016). (1) Given the reactants Cl.[CH:2]1([CH:5]([NH2:10])[C:6]([F:9])([F:8])[F:7])[CH2:4][CH2:3]1.[C:11]([CH2:13][C:14](O)=[O:15])#[N:12].C(N(C(C)C)CC)(C)C.CCCP(=O)=O.C(=O)([O-])O.[Na+], predict the reaction product. The product is: [C:11]([CH2:13][C:14]([NH:10][CH:5]([CH:2]1[CH2:4][CH2:3]1)[C:6]([F:9])([F:8])[F:7])=[O:15])#[N:12]. (2) Given the reactants [F:1][C:2]1[CH:3]=[C:4]([N:9]2[CH2:13][C@H:12]([CH2:14][N:15]3[CH:19]=[C:18]([CH2:20][OH:21])[N:17]=[N:16]3)[O:11][C:10]2=[O:22])[CH:5]=[CH:6][C:7]=1[I:8], predict the reaction product. The product is: [F:1][C:2]1[CH:3]=[C:4]([N:9]2[CH2:13][C@H:12]([CH2:14][N:15]3[CH:19]=[C:18]([CH:20]=[O:21])[N:17]=[N:16]3)[O:11][C:10]2=[O:22])[CH:5]=[CH:6][C:7]=1[I:8]. (3) Given the reactants [Br:1][C:2]1[CH:6]=[N:5][N:4]([CH3:7])[C:3]=1[C:8]1[CH:9]=[C:10]([NH2:16])[CH:11]=[CH:12][C:13]=1[O:14][CH3:15].[Cl:17][C:18]1[CH:23]=[CH:22][C:21]([N:24]=[C:25]=[O:26])=[CH:20][C:19]=1[C:27]([F:30])([F:29])[F:28], predict the reaction product. The product is: [Br:1][C:2]1[CH:6]=[N:5][N:4]([CH3:7])[C:3]=1[C:8]1[CH:9]=[C:10]([NH:16][C:25]([NH:24][C:21]2[CH:22]=[CH:23][C:18]([Cl:17])=[C:19]([C:27]([F:29])([F:28])[F:30])[CH:20]=2)=[O:26])[CH:11]=[CH:12][C:13]=1[O:14][CH3:15]. (4) Given the reactants [NH:1]1[CH2:6][CH2:5][CH2:4][CH:3]([CH2:7][OH:8])[CH2:2]1.Br[CH2:10][C:11]#[N:12], predict the reaction product. The product is: [OH:8][CH2:7][CH:3]1[CH2:4][CH2:5][CH2:6][N:1]([CH2:10][C:11]#[N:12])[CH2:2]1.